Predict which catalyst facilitates the given reaction. From a dataset of Catalyst prediction with 721,799 reactions and 888 catalyst types from USPTO. (1) The catalyst class is: 10. Reactant: [CH3:1][C:2]1([CH3:14])[C:6]([CH3:8])([CH3:7])[O:5][B:4]([C:9]2[CH:10]=[N:11][NH:12][CH:13]=2)[O:3]1.Cl.[CH3:16][N:17]([CH3:21])[CH2:18][CH2:19]Cl.C(=O)([O-])[O-].[Cs+].[Cs+]. Product: [CH3:16][N:17]([CH3:21])[CH2:18][CH2:19][N:12]1[CH:13]=[C:9]([B:4]2[O:5][C:6]([CH3:7])([CH3:8])[C:2]([CH3:14])([CH3:1])[O:3]2)[CH:10]=[N:11]1. (2) Product: [O:13]1[CH:14]=[CH:15][C:11]([N:8]2[CH:9]=[CH:10][C:5]([CH:4]=[O:19])=[CH:6][C:7]2=[O:16])=[CH:12]1. The catalyst class is: 7. Reactant: CN(C)C=[CH:4][C:5]1[CH:10]=[CH:9][N:8]([C:11]2[CH:15]=[CH:14][O:13][CH:12]=2)[C:7](=[O:16])[CH:6]=1.I([O-])(=O)(=O)=[O:19].[Na+]. (3) Reactant: C1C=CC(C2C=CC=CC=2)=CC=1.C1C=CC(OC2C=CC=CC=2)=CC=1.[CH3:26][O:27][C:28](=[O:43])[C:29]([NH:35][C:36]1[CH:41]=[CH:40][C:39]([F:42])=[CH:38][CH:37]=1)=[CH:30][C:31]([O:33]C)=O. Product: [F:42][C:39]1[CH:38]=[C:37]2[C:36](=[CH:41][CH:40]=1)[NH:35][C:29]([C:28]([O:27][CH3:26])=[O:43])=[CH:30][C:31]2=[O:33]. The catalyst class is: 5. (4) Reactant: [CH3:1][NH:2][C:3]1[CH:8]=[CH:7][CH:6]=[CH:5][CH:4]=1.[C:9](O)(=[O:14])[CH2:10][CH2:11][C:12]#[CH:13].C1C=CC2N(O)N=NC=2C=1.CCN=C=NCCCN(C)C.Cl. Product: [CH3:1][N:2]([C:3]1[CH:8]=[CH:7][CH:6]=[CH:5][CH:4]=1)[C:9](=[O:14])[CH2:10][CH2:11][C:12]#[CH:13]. The catalyst class is: 2. (5) Reactant: [F:1][C:2]1[C:7](B(O)O)=[CH:6][CH:5]=[CH:4][N:3]=1.C(=O)([O-])[O-].[Na+].[Na+].C(OC([N:24]([C:32]1[S:41][CH2:40][C@H:39]2[C@:34]([C:51]3[CH:56]=[C:55](Br)[CH:54]=[CH:53][C:52]=3[F:58])([CH2:35][O:36][C@@H:37]([CH2:42][O:43][CH2:44][C:45]3[CH:50]=[CH:49][CH:48]=[CH:47][CH:46]=3)[CH2:38]2)[N:33]=1)C(OC(C)(C)C)=O)=O)(C)(C)C. Product: [F:58][C:52]1[CH:53]=[CH:54][C:55]([C:7]2[C:2]([F:1])=[N:3][CH:4]=[CH:5][CH:6]=2)=[CH:56][C:51]=1[C@@:34]12[N:33]=[C:32]([NH2:24])[S:41][CH2:40][C@@H:39]1[CH2:38][C@H:37]([CH2:42][O:43][CH2:44][C:45]1[CH:46]=[CH:47][CH:48]=[CH:49][CH:50]=1)[O:36][CH2:35]2. The catalyst class is: 339. (6) Reactant: [Br:1][C:2]1[CH:8]=[C:7]([CH3:9])[C:5](N)=[C:4]([O:10][CH3:11])[CH:3]=1.Cl.N([O-])=O.[Na+].P(P(O)(O)=O)(O)(O)=O. The catalyst class is: 86. Product: [Br:1][C:2]1[CH:8]=[C:7]([CH3:9])[CH:5]=[C:4]([O:10][CH3:11])[CH:3]=1. (7) Reactant: Cl.[Cl:2][C:3]1[C:7]([Cl:8])=[C:6]([CH3:9])[NH:5][C:4]=1[C:10]([NH:12][CH:13]1[CH2:18][CH2:17][NH:16][CH2:15][CH2:14]1)=[O:11].Br[C:20]1[S:21][C:22]([C:25]#[N:26])=[CH:23][N:24]=1. Product: [Cl:2][C:3]1[C:7]([Cl:8])=[C:6]([CH3:9])[NH:5][C:4]=1[C:10]([NH:12][CH:13]1[CH2:18][CH2:17][N:16]([C:20]2[S:21][C:22]([C:25]#[N:26])=[CH:23][N:24]=2)[CH2:15][CH2:14]1)=[O:11]. The catalyst class is: 296. (8) Reactant: [CH2:1]([O:8][C:9]1[CH:10]=[C:11]([CH:14]=[CH:15][C:16]=1[N:17]1[CH2:21][C:20](=[O:22])[N:19]([CH2:23][CH2:24][Si:25]([CH3:28])([CH3:27])[CH3:26])[S:18]1(=[O:30])=[O:29])[CH:12]=[O:13])[C:2]1[CH:7]=[CH:6][CH:5]=[CH:4][CH:3]=1.[N:31]1[CH:36]=[CH:35][CH:34]=[CH:33][C:32]=1[Mg]Br. Product: [CH2:1]([O:8][C:9]1[CH:10]=[C:11]([CH:12]([OH:13])[C:32]2[CH:33]=[CH:34][CH:35]=[CH:36][N:31]=2)[CH:14]=[CH:15][C:16]=1[N:17]1[S:18](=[O:29])(=[O:30])[N:19]([CH2:23][CH2:24][Si:25]([CH3:26])([CH3:27])[CH3:28])[C:20](=[O:22])[CH2:21]1)[C:2]1[CH:7]=[CH:6][CH:5]=[CH:4][CH:3]=1. The catalyst class is: 1.